From a dataset of Catalyst prediction with 721,799 reactions and 888 catalyst types from USPTO. Predict which catalyst facilitates the given reaction. (1) Reactant: [C:1]([N:8]1[CH2:12][CH2:11][CH:10]([C:13]([OH:15])=O)[CH2:9]1)([O:3][C:4]([CH3:7])([CH3:6])[CH3:5])=[O:2].C(N(CC)C(C)C)(C)C.CN(C(O[N:33]1N=N[C:35]2C=CC=[N:39][C:34]1=2)=[N+](C)C)C.F[P-](F)(F)(F)(F)F.ONC(=N)C. Product: [C:4]([O:3][C:1]([N:8]1[CH2:12][CH2:11][CH:10]([C:13]2[O:15][N:39]=[C:34]([CH3:35])[N:33]=2)[CH2:9]1)=[O:2])([CH3:5])([CH3:6])[CH3:7]. The catalyst class is: 3. (2) Reactant: [C:1]([O:5][C@@H:6]([C:11]1[C:12]([CH3:33])=[N:13][C:14]2[N:15]([N:24]=[C:25]([C:27]3[CH:32]=[CH:31][CH:30]=[CH:29][CH:28]=3)[CH:26]=2)[C:16]=1[N:17]1[CH2:21][CH2:20][C:19]([CH3:23])([CH3:22])[CH2:18]1)[C:7]([O:9]C)=[O:8])([CH3:4])([CH3:3])[CH3:2].[OH-].[Na+]. Product: [C:1]([O:5][C@@H:6]([C:11]1[C:12]([CH3:33])=[N:13][C:14]2[N:15]([N:24]=[C:25]([C:27]3[CH:28]=[CH:29][CH:30]=[CH:31][CH:32]=3)[CH:26]=2)[C:16]=1[N:17]1[CH2:21][CH2:20][C:19]([CH3:23])([CH3:22])[CH2:18]1)[C:7]([OH:9])=[O:8])([CH3:2])([CH3:3])[CH3:4]. The catalyst class is: 8. (3) Reactant: C([O:3][CH2:4][CH2:5][O:6][NH:7][C:8]([C:10]1[CH:15]=[CH:14][N:13]2[CH:16]=[N:17][CH:18]=[C:12]2[C:11]=1[NH:19][C:20]1[CH:25]=[CH:24][C:23]([I:26])=[CH:22][C:21]=1[F:27])=[O:9])=C. Product: [OH:3][CH2:4][CH2:5][O:6][NH:7][C:8]([C:10]1[CH:15]=[CH:14][N:13]2[CH:16]=[N:17][CH:18]=[C:12]2[C:11]=1[NH:19][C:20]1[CH:25]=[CH:24][C:23]([I:26])=[CH:22][C:21]=1[F:27])=[O:9]. The catalyst class is: 138.